This data is from Forward reaction prediction with 1.9M reactions from USPTO patents (1976-2016). The task is: Predict the product of the given reaction. (1) Given the reactants [Br:1][C:2]1[CH:18]=[CH:17][C:5]([C:6]([NH:8][NH:9]C(OC(C)(C)C)=O)=[O:7])=[C:4]([C:19]([F:22])([F:21])[F:20])[CH:3]=1.Cl.C(=O)([O-])O.[Na+], predict the reaction product. The product is: [Br:1][C:2]1[CH:18]=[CH:17][C:5]([C:6]([NH:8][NH2:9])=[O:7])=[C:4]([C:19]([F:20])([F:21])[F:22])[CH:3]=1. (2) Given the reactants C(OC([N:8]1[CH2:13][CH2:12][C:11](=O)[CH2:10][CH2:9]1)=O)(C)(C)C.[N+:15]([CH:18]=[CH:19][C:20]1[CH:25]=[CH:24][C:23]([Cl:26])=[CH:22][CH:21]=1)([O-])=O.[Cl:27][C:28]1[CH:29]=[C:30]([CH:33]=[CH:34][CH:35]=1)[CH2:31]N, predict the reaction product. The product is: [Cl:27][C:28]1[CH:29]=[C:30]([CH:33]=[CH:34][CH:35]=1)[CH2:31][N:15]1[C:11]2[CH2:10][CH2:9][NH:8][CH2:13][C:12]=2[C:19]([C:20]2[CH:25]=[CH:24][C:23]([Cl:26])=[CH:22][CH:21]=2)=[CH:18]1. (3) Given the reactants [CH3:1][O:2][C:3](=[O:25])[CH2:4][C:5]1[C:6](C=O)=[C:7]([C:13]2[CH:18]=[CH:17][C:16]([C:19]([F:22])([F:21])[F:20])=[CH:15][CH:14]=2)[C:8]([O:11][CH3:12])=[CH:9][CH:10]=1.CN.[C:28]([BH3-])#[N:29].[Na+].[C:32]([O-])(O)=O.[Na+], predict the reaction product. The product is: [CH3:1][O:2][C:3](=[O:25])[CH2:4][C:5]1[CH:6]=[C:7]([C:13]2[CH:14]=[CH:15][C:16]([C:19]([F:20])([F:21])[F:22])=[CH:17][C:18]=2[CH2:32][NH:29][CH3:28])[C:8]([O:11][CH3:12])=[CH:9][CH:10]=1. (4) Given the reactants [CH3:1][O:2][C:3](=[O:34])[CH2:4][C@H:5]1[C:9]2[CH:10]=[CH:11][C:12]([O:14][C@H:15]3[C:23]4[C:18](=[C:19](B5OC(C)(C)C(C)(C)O5)[CH:20]=[CH:21][C:22]=4[F:24])[CH2:17][CH2:16]3)=[CH:13][C:8]=2[O:7][CH2:6]1.Br[C:36]1[C:41]([CH3:42])=[CH:40][C:39]([C:43]2[CH:48]=[C:47]([CH3:49])[CH:46]=[CH:45][N:44]=2)=[CH:38][C:37]=1[CH3:50].BrC1C=CC(F)=C2C=1CC[C@H]2OC1C=CC2[C@H](CC(OC)=O)COC=2C=1, predict the reaction product. The product is: [CH3:1][O:2][C:3](=[O:34])[CH2:4][C@H:5]1[C:9]2[CH:10]=[CH:11][C:12]([O:14][C@H:15]3[C:23]4[C:18](=[C:19]([C:36]5[C:41]([CH3:42])=[CH:40][C:39]([C:43]6[CH:48]=[C:47]([CH3:49])[CH:46]=[CH:45][N:44]=6)=[CH:38][C:37]=5[CH3:50])[CH:20]=[CH:21][C:22]=4[F:24])[CH2:17][CH2:16]3)=[CH:13][C:8]=2[O:7][CH2:6]1.